This data is from Forward reaction prediction with 1.9M reactions from USPTO patents (1976-2016). The task is: Predict the product of the given reaction. (1) Given the reactants [NH2:1][C:2]1[N:11]=[C:10]([C:12]([N:14]2[CH2:22][C:21]3[C:16](=[CH:17][CH:18]=[CH:19][CH:20]=3)[CH2:15]2)=[O:13])[C:9]2[C:4](=[CH:5][CH:6]=[C:7]([C:23]3[CH:38]=[CH:37][CH:36]=[CH:35][C:24]=3[CH2:25][N:26]3[CH2:30][CH2:29][CH2:28][CH:27]3[C:31]([O:33]C)=[O:32])[CH:8]=2)[N:3]=1.[OH-].[Na+], predict the reaction product. The product is: [NH2:1][C:2]1[N:11]=[C:10]([C:12]([N:14]2[CH2:22][C:21]3[C:16](=[CH:17][CH:18]=[CH:19][CH:20]=3)[CH2:15]2)=[O:13])[C:9]2[C:4](=[CH:5][CH:6]=[C:7]([C:23]3[CH:38]=[CH:37][CH:36]=[CH:35][C:24]=3[CH2:25][N:26]3[CH2:30][CH2:29][CH2:28][CH:27]3[C:31]([OH:33])=[O:32])[CH:8]=2)[N:3]=1. (2) Given the reactants [Cl-].[CH3:2][O:3]C[P+](C1C=CC=CC=1)(C1C=CC=CC=1)C1C=CC=CC=1.CCCCCC.C([Li])CCC.[CH:35]1([NH:41][C:42]2[CH:51]=[C:50]3[C:45]([C:46](=[O:59])[C:47]([CH:57]=O)=[CH:48][N:49]3[CH:52]3[CH2:56][CH2:55][CH2:54][CH2:53]3)=[CH:44][C:43]=2[F:60])[CH2:40][CH2:39][CH2:38][CH2:37][CH2:36]1.[BH4-].[Na+], predict the reaction product. The product is: [CH:35]1([NH:41][C:42]2[CH:51]=[C:50]3[C:45]([C:46](=[O:59])[C:47]([CH2:57][CH2:2][OH:3])=[CH:48][N:49]3[CH:52]3[CH2:53][CH2:54][CH2:55][CH2:56]3)=[CH:44][C:43]=2[F:60])[CH2:36][CH2:37][CH2:38][CH2:39][CH2:40]1.